This data is from Full USPTO retrosynthesis dataset with 1.9M reactions from patents (1976-2016). The task is: Predict the reactants needed to synthesize the given product. (1) Given the product [CH2:1]([O:8][C:9]1[CH:14]=[CH:13][C:12]([C:15]2[O:16][C:17]3[CH:23]=[C:22]([O:24][CH:27]([CH3:38])[C@@H:28]([NH:30][C:31](=[O:37])[O:32][C:33]([CH3:36])([CH3:35])[CH3:34])[CH3:29])[CH:21]=[CH:20][C:18]=3[N:19]=2)=[CH:11][C:10]=1[F:25])[C:2]1[CH:3]=[CH:4][CH:5]=[CH:6][CH:7]=1, predict the reactants needed to synthesize it. The reactants are: [CH2:1]([O:8][C:9]1[CH:14]=[CH:13][C:12]([C:15]2[O:16][C:17]3[CH:23]=[C:22]([OH:24])[CH:21]=[CH:20][C:18]=3[N:19]=2)=[CH:11][C:10]=1[F:25])[C:2]1[CH:7]=[CH:6][CH:5]=[CH:4][CH:3]=1.O[CH:27]([CH3:38])[C@@H:28]([NH:30][C:31](=[O:37])[O:32][C:33]([CH3:36])([CH3:35])[CH3:34])[CH3:29]. (2) Given the product [N:1]1([C:11]2[CH:12]=[C:13]([CH2:17][OH:18])[CH:14]=[CH:15][CH:16]=2)[C:9]2[C:4](=[CH:5][CH:6]=[CH:7][CH:8]=2)[CH:3]=[N:2]1, predict the reactants needed to synthesize it. The reactants are: [NH:1]1[C:9]2[C:4](=[CH:5][CH:6]=[CH:7][CH:8]=2)[CH:3]=[N:2]1.I[C:11]1[CH:12]=[C:13]([CH2:17][OH:18])[CH:14]=[CH:15][CH:16]=1.O.P([O-])([O-])([O-])=O.[K+].[K+].[K+].CN[C@@H]1CCCC[C@H]1NC. (3) The reactants are: [CH3:1][O:2][C:3](=[O:12])[CH2:4][C:5]1[CH:10]=[CH:9][CH:8]=[CH:7][C:6]=1[NH2:11].[CH3:13][S:14](Cl)(=[O:16])=[O:15]. Given the product [CH3:1][O:2][C:3](=[O:12])[CH2:4][C:5]1[CH:10]=[CH:9][CH:8]=[CH:7][C:6]=1[N:11]([S:14]([CH3:13])(=[O:16])=[O:15])[S:14]([CH3:13])(=[O:16])=[O:15], predict the reactants needed to synthesize it. (4) Given the product [Br:14][C:15]1[C:20]([CH3:21])=[CH:19][N:18]=[C:17]([OH:4])[C:16]=1[CH3:23], predict the reactants needed to synthesize it. The reactants are: FC(F)(F)C(OC(=O)C(F)(F)F)=[O:4].[Br:14][C:15]1[C:20]([CH3:21])=[CH:19][N+:18]([O-])=[CH:17][C:16]=1[CH3:23].C(N(CC)CC)C. (5) The reactants are: C(OC([N:11]1[CH2:16][CH2:15][CH2:14][CH:13]([NH:17][C:18]([O:20][C:21]([CH3:24])([CH3:23])[CH3:22])=[O:19])[CH2:12]1)=O)C1C=CC=CC=1. Given the product [C:21]([O:20][C:18](=[O:19])[NH:17][CH:13]1[CH2:14][CH2:15][CH2:16][NH:11][CH2:12]1)([CH3:24])([CH3:22])[CH3:23], predict the reactants needed to synthesize it.